From a dataset of Reaction yield outcomes from USPTO patents with 853,638 reactions. Predict the reaction yield, written as a fraction of the theoretical maximum amount of product (1.0 means a 100% yield; for example, 0.34 means a 34% yield). (1) The reactants are Br[C:2]1[S:3][C:4]([Br:12])=[CH:5][C:6]=1[C:7]([O:9][CH2:10][CH3:11])=[O:8].C([Mg]Br)(C)C.[O:18]1CC[CH2:20][CH2:19]1.C(=O)C.[Cl-].[NH4+]. The catalyst is O1CCCC1. The product is [Br:12][C:4]1[S:3][C:2]([CH:19]([OH:18])[CH3:20])=[C:6]([C:7]([O:9][CH2:10][CH3:11])=[O:8])[CH:5]=1. The yield is 0.490. (2) The reactants are [OH-].[Na+].C([O:5][C:6](=[O:40])[CH2:7][C:8]1[CH:9]=[N:10][C:11]([C:14]2[CH:19]=[CH:18][C:17]([C:20]([CH2:38][CH3:39])([C:23]3[CH:28]=[CH:27][C:26](/[CH:29]=[CH:30]/[C:31]([CH2:35][CH3:36])([OH:34])[CH2:32][CH3:33])=[C:25]([CH3:37])[CH:24]=3)[CH2:21][CH3:22])=[CH:16][CH:15]=2)=[CH:12][CH:13]=1)C.[Cl-].[NH4+]. The catalyst is CO.O1CCCC1. The product is [CH2:21]([C:20]([C:17]1[CH:18]=[CH:19][C:14]([C:11]2[N:10]=[CH:9][C:8]([CH2:7][C:6]([OH:40])=[O:5])=[CH:13][CH:12]=2)=[CH:15][CH:16]=1)([C:23]1[CH:28]=[CH:27][C:26](/[CH:29]=[CH:30]/[C:31]([CH2:32][CH3:33])([OH:34])[CH2:35][CH3:36])=[C:25]([CH3:37])[CH:24]=1)[CH2:38][CH3:39])[CH3:22]. The yield is 0.520.